Dataset: Choline transporter screen with 302,306 compounds. Task: Binary Classification. Given a drug SMILES string, predict its activity (active/inactive) in a high-throughput screening assay against a specified biological target. (1) The compound is Oc1c(c2cc(CC=C)ccc2O)cc(CC=C)cc1. The result is 1 (active). (2) The compound is O(C(=O)C(/C(=O)c1ccccc1)=C(/NC)N)CC. The result is 0 (inactive). (3) The molecule is o1c2c(c(c(Cc3ccccc3)c1=O)C)ccc(OCC(=O)NC(Cc1ccccc1)C(O)=O)c2. The result is 0 (inactive). (4) The molecule is FC(F)(F)c1ccc(cc1)C(Oc1c([N+]([O-])=O)c(=O)[nH]c(c1)C)=O. The result is 0 (inactive). (5) The drug is s1c2c(nc1N)CCCC2=O. The result is 0 (inactive). (6) The molecule is S(=O)(=O)(NCCC(=O)Nc1cc(ccc1)C(OCC)=O)c1c2nonc2ccc1. The result is 0 (inactive). (7) The drug is Fc1c(NC(=O)C2C3CC(C2C(O)=O)CC3)cc(F)cc1. The result is 0 (inactive).